Dataset: Reaction yield outcomes from USPTO patents with 853,638 reactions. Task: Predict the reaction yield, written as a fraction of the theoretical maximum amount of product (1.0 means a 100% yield; for example, 0.34 means a 34% yield). (1) The reactants are [Cl:1][C:2]1[CH:7]=[CH:6][C:5]([CH:8]2[C:13]3[CH:14]=[C:15]([C:17]4[CH:22]=[CH:21][N:20]=[CH:19][CH:18]=4)[S:16][C:12]=3[CH2:11][CH2:10][CH2:9]2)=[CH:4][CH:3]=1.CC1C=C(C)N=C(C)C=1.S(OOS([O-])(=O)=O)([O-])(=O)=[O:33].[K+].[K+]. The catalyst is C(#N)C.O1CCOCC1.O.O.O.O.O.O.S([O-])([O-])(=O)=O.[Cu+2]. The product is [Cl:1][C:2]1[CH:7]=[CH:6][C:5]([CH:8]2[C:13]3[CH:14]=[C:15]([C:17]4[CH:18]=[CH:19][N:20]=[CH:21][CH:22]=4)[S:16][C:12]=3[C:11](=[O:33])[CH2:10][CH2:9]2)=[CH:4][CH:3]=1. The yield is 0.663. (2) The reactants are [CH3:1][O:2][C:3]1[CH:4]=[C:5]2[C:10](=[CH:11][CH:12]=1)[CH:9]=[C:8]([CH:13]([OH:20])[CH2:14][CH2:15][CH2:16][CH2:17][CH2:18][CH3:19])[CH:7]=[CH:6]2.[Cr](Cl)([O-])(=O)=O.[NH+]1C=CC=CC=1. The catalyst is C(Cl)Cl. The product is [CH3:1][O:2][C:3]1[CH:4]=[C:5]2[C:10](=[CH:11][CH:12]=1)[CH:9]=[C:8]([C:13](=[O:20])[CH2:14][CH2:15][CH2:16][CH2:17][CH2:18][CH3:19])[CH:7]=[CH:6]2. The yield is 0.810. (3) The yield is 0.700. The catalyst is C1C=CC(P(C2C=CC=CC=2)[C-]2C=CC=C2)=CC=1.C1C=CC(P(C2C=CC=CC=2)[C-]2C=CC=C2)=CC=1.Cl[Pd]Cl.[Fe+2].ClCCl. The product is [CH:21]1([N:16]2[CH2:15][C:14]3([CH2:24][CH2:25][N:11]([S:8]([C:5]4[CH:6]=[CH:7][C:2]([C:35]5[CH:44]=[C:43]6[C:38]([CH:39]=[CH:40][CH:41]=[N:42]6)=[CH:37][CH:36]=5)=[CH:3][CH:4]=4)(=[O:10])=[O:9])[CH2:12][CH:13]3[F:26])[O:19][CH2:18][C:17]2=[O:20])[CH2:23][CH2:22]1. The reactants are Br[C:2]1[CH:7]=[CH:6][C:5]([S:8]([N:11]2[CH2:25][CH2:24][C:14]3([O:19][CH2:18][C:17](=[O:20])[N:16]([CH:21]4[CH2:23][CH2:22]4)[CH2:15]3)[CH:13]([F:26])[CH2:12]2)(=[O:10])=[O:9])=[CH:4][CH:3]=1.CC1(C)C(C)(C)OB([C:35]2[CH:44]=[C:43]3[C:38]([CH:39]=[CH:40][CH:41]=[N:42]3)=[CH:37][CH:36]=2)O1.C([O-])([O-])=O.[Cs+].[Cs+]. (4) The reactants are [C:1]([Cl:4])(Cl)=[O:2].[O:5]1[CH2:9][CH2:8][C@@H:7]([N:10]2[CH2:14][CH2:13][NH:12][C:11]2=[O:15])[CH2:6]1.N1C=CC=CC=1. The catalyst is C(Cl)Cl. The product is [O:15]=[C:11]1[N:10]([C@@H:7]2[CH2:8][CH2:9][O:5][CH2:6]2)[CH2:14][CH2:13][N:12]1[C:1]([Cl:4])=[O:2]. The yield is 1.00. (5) The reactants are [C:1]1(=[O:30])[N:5]([CH2:6][CH2:7][C:8]2[C:9](=[O:24])[NH:10][C:11](=[O:23])[N:12]([C@@H:14]3[O:22][CH2:21][C@@H:19]([OH:20])[C@@H:17]([OH:18])[C@H:15]3[OH:16])[CH:13]=2)[C:4](=[O:25])[C:3]2=[CH:26][CH:27]=[CH:28][CH:29]=[C:2]12.[C:31](Cl)(=[O:38])[C:32]1[CH:37]=[CH:36][CH:35]=[CH:34][CH:33]=1.[Cl-].[NH4+]. The catalyst is N1C=CC=CC=1.ClCCl. The product is [C:31]([O:16][C@@H:15]1[C@H:17]([OH:18])[C@H:19]([OH:20])[CH2:21][O:22][C@H:14]1[N:12]1[CH:13]=[C:8]([CH2:7][CH2:6][N:5]2[C:4](=[O:25])[C:3]3=[CH:26][CH:27]=[CH:28][CH:29]=[C:2]3[C:1]2=[O:30])[C:9](=[O:24])[NH:10][C:11]1=[O:23])(=[O:38])[C:32]1[CH:37]=[CH:36][CH:35]=[CH:34][CH:33]=1. The yield is 0.600. (6) The reactants are I[C:2]1[CH:7]=[CH:6][N:5]=[C:4]2[N:8]([C:11]([C:24]3[CH:29]=[CH:28][CH:27]=[CH:26][CH:25]=3)([C:18]3[CH:23]=[CH:22][CH:21]=[CH:20][CH:19]=3)[C:12]3[CH:17]=[CH:16][CH:15]=[CH:14][CH:13]=3)[N:9]=[CH:10][C:3]=12.[C:30](=[O:32])=[O:31].[Cl-].[NH4+]. The catalyst is C1COCC1.CCOC(C)=O. The product is [C:11]([N:8]1[C:4]2[N:5]=[CH:6][CH:7]=[C:2]([C:30]([OH:32])=[O:31])[C:3]=2[CH:10]=[N:9]1)([C:18]1[CH:23]=[CH:22][CH:21]=[CH:20][CH:19]=1)([C:24]1[CH:25]=[CH:26][CH:27]=[CH:28][CH:29]=1)[C:12]1[CH:17]=[CH:16][CH:15]=[CH:14][CH:13]=1. The yield is 0.860.